Regression. Given two drug SMILES strings and cell line genomic features, predict the synergy score measuring deviation from expected non-interaction effect. From a dataset of NCI-60 drug combinations with 297,098 pairs across 59 cell lines. Synergy scores: CSS=-4.38, Synergy_ZIP=-0.226, Synergy_Bliss=-6.27, Synergy_Loewe=-10.9, Synergy_HSA=-9.55. Drug 2: C1=CN(C=N1)CC(O)(P(=O)(O)O)P(=O)(O)O. Cell line: MCF7. Drug 1: CN(C)C1=NC(=NC(=N1)N(C)C)N(C)C.